From a dataset of Full USPTO retrosynthesis dataset with 1.9M reactions from patents (1976-2016). Predict the reactants needed to synthesize the given product. Given the product [N:1]1([C:2]2[C:11]3[O:10][C:9](=[O:12])[C:8]([NH:13][C:14](=[O:16])[CH3:15])=[CH:7][C:6]=3[CH:5]=[CH:4][CH:3]=2)[CH2:22][CH2:21][NH:20][CH2:19][CH2:18]1, predict the reactants needed to synthesize it. The reactants are: [NH2:1][C:2]1[C:11]2[O:10][C:9](=[O:12])[C:8]([NH:13][C:14](=[O:16])[CH3:15])=[CH:7][C:6]=2[CH:5]=[CH:4][CH:3]=1.Cl[CH2:18][CH2:19][NH:20][CH2:21][CH2:22]Cl.